This data is from Full USPTO retrosynthesis dataset with 1.9M reactions from patents (1976-2016). The task is: Predict the reactants needed to synthesize the given product. (1) Given the product [CH3:39][O:40][C:34](=[O:35])[C:41]([C:14]1[C:13]2[C:17](=[CH:18][CH:19]=[C:11]([O:10][CH2:9][CH2:8][CH2:7][O:6][Si:5]([C:1]([CH3:4])([CH3:2])[CH3:3])([CH3:24])[CH3:23])[CH:12]=2)[N:16]([CH:20]([CH3:21])[CH3:22])[CH:15]=1)=[O:42], predict the reactants needed to synthesize it. The reactants are: [C:1]([Si:5]([CH3:24])([CH3:23])[O:6][CH2:7][CH2:8][CH2:9][O:10][C:11]1[CH:12]=[C:13]2[C:17](=[CH:18][CH:19]=1)[N:16]([CH:20]([CH3:22])[CH3:21])[CH:15]=[CH:14]2)([CH3:4])([CH3:3])[CH3:2].N1C(C)=CC=CC=1C.C(Cl)(=O)[C:34](Cl)=[O:35].[CH3:39][OH:40].[CH3:41][O-:42].[Na+]. (2) Given the product [CH3:37][O:36][C:31]1[C:30]([C:3]2[N:4]([C:23]([O:25][C:26]([CH3:28])([CH3:27])[CH3:29])=[O:24])[C:5]3[C:10]([C:2]=2[C:38]2[CH:43]=[CH:42][CH:41]=[CH:40][CH:39]=2)=[CH:9][C:8]([C:11](=[O:22])[NH:12][CH2:13][CH2:14][CH2:15][N:16]2[CH2:17][CH2:18][O:19][CH2:20][CH2:21]2)=[CH:7][CH:6]=3)=[CH:35][CH:34]=[CH:33][N:32]=1, predict the reactants needed to synthesize it. The reactants are: Br[C:2]1[C:10]2[C:5](=[CH:6][CH:7]=[C:8]([C:11](=[O:22])[NH:12][CH2:13][CH2:14][CH2:15][N:16]3[CH2:21][CH2:20][O:19][CH2:18][CH2:17]3)[CH:9]=2)[N:4]([C:23]([O:25][C:26]([CH3:29])([CH3:28])[CH3:27])=[O:24])[C:3]=1[C:30]1[C:31]([O:36][CH3:37])=[N:32][CH:33]=[CH:34][CH:35]=1.[C:38]1(B(O)O)[CH:43]=[CH:42][CH:41]=[CH:40][CH:39]=1.C([O-])([O-])=O.[Cs+].[Cs+].